This data is from Peptide-MHC class II binding affinity with 134,281 pairs from IEDB. The task is: Regression. Given a peptide amino acid sequence and an MHC pseudo amino acid sequence, predict their binding affinity value. This is MHC class II binding data. (1) The peptide sequence is VPQSGEVYTAQVEHPSLT. The MHC is H-2-IAs with pseudo-sequence H-2-IAs. The binding affinity (normalized) is 0.0118. (2) The peptide sequence is QGEPGAVIRGKKGAG. The MHC is DRB1_0802 with pseudo-sequence DRB1_0802. The binding affinity (normalized) is 0.177. (3) The peptide sequence is AAASWDALAAELASA. The MHC is DRB4_0101 with pseudo-sequence DRB4_0103. The binding affinity (normalized) is 0.0821. (4) The peptide sequence is ERIFKRFDTNGDGKI. The binding affinity (normalized) is 0. The MHC is HLA-DQA10102-DQB10602 with pseudo-sequence HLA-DQA10102-DQB10602. (5) The peptide sequence is QIRMAKLLGRDPEQS. The MHC is HLA-DQA10102-DQB10602 with pseudo-sequence HLA-DQA10102-DQB10602. The binding affinity (normalized) is 0.719. (6) The peptide sequence is YVDRFFKTLRAEQATQDV. The MHC is DRB1_0802 with pseudo-sequence DRB1_0802. The binding affinity (normalized) is 0.622.